Dataset: Forward reaction prediction with 1.9M reactions from USPTO patents (1976-2016). Task: Predict the product of the given reaction. (1) Given the reactants S(O)(O)(=O)=O.[CH3:6][O:7][C:8](=[NH:10])[NH2:9].[OH-:11].[Na+].[C:13](Cl)(=[O:20])[C:14]1[CH:19]=[CH:18][CH:17]=[CH:16][CH:15]=1, predict the reaction product. The product is: [C:13]([NH:10][C:8](=[N:9][C:13](=[O:11])[C:14]1[CH:19]=[CH:18][CH:17]=[CH:16][CH:15]=1)[O:7][CH3:6])(=[O:20])[C:14]1[CH:19]=[CH:18][CH:17]=[CH:16][CH:15]=1. (2) Given the reactants [NH:1]1[CH:5]=[C:4]([C:6]2[N:11]3[CH:12]=[CH:13][N:14]=[C:10]3[CH:9]=[C:8]([C:15]3[CH:20]=[CH:19][C:18]([N:21]4[CH2:26][CH2:25][O:24][CH2:23][CH2:22]4)=[CH:17][CH:16]=3)[N:7]=2)[CH:3]=[N:2]1.[CH3:27]C1NN=CC=1B1OC(C)(C)C(C)(C)O1.C(=O)([O-])[O-].[K+].[K+], predict the reaction product. The product is: [CH3:27][C:5]1[C:4]([C:6]2[N:11]3[CH:12]=[CH:13][N:14]=[C:10]3[CH:9]=[C:8]([C:15]3[CH:20]=[CH:19][C:18]([N:21]4[CH2:26][CH2:25][O:24][CH2:23][CH2:22]4)=[CH:17][CH:16]=3)[N:7]=2)=[CH:3][NH:2][N:1]=1. (3) Given the reactants COC1C=CC=CC=1C(Cl)=O.[Cl:12][C:13]1[CH:14]=[C:15]([CH:17]=[CH:18][C:19]=1[O:20][C:21]1[C:30]2[C:25](=[CH:26][C:27]([O:33][CH3:34])=[C:28]([O:31][CH3:32])[CH:29]=2)[N:24]=[CH:23][CH:22]=1)[NH2:16].[CH3:35][O:36][C:37]1[CH:42]=[CH:41][CH:40]=[CH:39][C:38]=1[C:43]([N:45]=[C:46]=[S:47])=[O:44], predict the reaction product. The product is: [CH3:35][O:36][C:37]1[CH:42]=[CH:41][CH:40]=[CH:39][C:38]=1[C:43]([N:45]=[C:46]=[S:47])=[O:44].[Cl:12][C:13]1[CH:14]=[C:15]([NH:16][C:46]([NH:45][C:43](=[O:44])[C:38]2[CH:39]=[CH:40][CH:41]=[CH:42][C:37]=2[O:36][CH3:35])=[S:47])[CH:17]=[CH:18][C:19]=1[O:20][C:21]1[C:30]2[C:25](=[CH:26][C:27]([O:33][CH3:34])=[C:28]([O:31][CH3:32])[CH:29]=2)[N:24]=[CH:23][CH:22]=1. (4) Given the reactants [CH2:1]([NH:8][CH:9]1[CH2:14][CH2:13][N:12]([CH2:15][C:16]2[CH:21]=[CH:20][N:19]=[C:18]([C:22]3[CH:27]=[C:26]([O:28][CH3:29])[C:25]([O:30][CH3:31])=[C:24]([O:32][CH3:33])[CH:23]=3)[CH:17]=2)[CH2:11][CH2:10]1)[C:2]1[CH:7]=[CH:6][CH:5]=[CH:4][CH:3]=1.[Cl:34][CH2:35][C:36]1[CH:37]=[N:38][CH:39]=[C:40]([C:42]2[CH:47]=[C:46]([O:48][CH3:49])[C:45]([O:50][CH3:51])=[C:44]([O:52][CH3:53])[CH:43]=2)[CH:41]=1, predict the reaction product. The product is: [ClH:34].[ClH:34].[ClH:34].[ClH:34].[CH2:1]([N:8]([CH:9]1[CH2:10][CH2:11][N:12]([CH2:15][C:16]2[CH:21]=[CH:20][N:19]=[C:18]([C:22]3[CH:27]=[C:26]([O:28][CH3:29])[C:25]([O:30][CH3:31])=[C:24]([O:32][CH3:33])[CH:23]=3)[CH:17]=2)[CH2:13][CH2:14]1)[CH2:35][C:36]1[CH:37]=[N:38][CH:39]=[C:40]([C:42]2[CH:47]=[C:46]([O:48][CH3:49])[C:45]([O:50][CH3:51])=[C:44]([O:52][CH3:53])[CH:43]=2)[CH:41]=1)[C:2]1[CH:7]=[CH:6][CH:5]=[CH:4][CH:3]=1. (5) Given the reactants [F:1][C:2]1[CH:3]=[CH:4][C:5]([O:32][CH3:33])=[C:6]([C:8]([CH3:31])([CH3:30])[CH2:9][C:10]([C:26]([F:29])([F:28])[F:27])([OH:25])[C:11](=[N:13][C:14]2[CH:23]=[CH:22][CH:21]=[C:20]3[C:15]=2[CH:16]=[CH:17][C:18]([CH3:24])=[N:19]3)[CH3:12])[CH:7]=1.C(O)C.[BH4-].[Na+].[Na+].[Cl-], predict the reaction product. The product is: [F:1][C:2]1[CH:3]=[CH:4][C:5]([O:32][CH3:33])=[C:6]([C:8]([CH3:30])([CH3:31])[CH2:9][C:10]([C:26]([F:27])([F:28])[F:29])([OH:25])[CH:11]([NH:13][C:14]2[CH:23]=[CH:22][CH:21]=[C:20]3[C:15]=2[CH:16]=[CH:17][C:18]([CH3:24])=[N:19]3)[CH3:12])[CH:7]=1. (6) Given the reactants [CH2:1]([S:3](Cl)(=[O:5])=[O:4])[CH3:2].[Br:7][C:8]1[CH:14]=[CH:13][C:11]([NH2:12])=[CH:10][CH:9]=1.Cl, predict the reaction product. The product is: [Br:7][C:8]1[CH:14]=[CH:13][C:11]([NH:12][S:3]([CH2:1][CH3:2])(=[O:5])=[O:4])=[CH:10][CH:9]=1. (7) The product is: [CH2:24]([O:23][C:21]([C@@:16]1([NH:15][C:14]([C@@H:9]2[CH2:10][C@@H:11]([O:13][C:44]3[C:43]4[C:38](=[CH:39][C:40]([O:47][CH3:48])=[CH:41][CH:42]=4)[N:37]=[C:36]([C:34]4[N:35]=[C:31]([NH:30][CH:27]([CH3:29])[CH3:28])[S:32][CH:33]=4)[CH:45]=3)[CH2:12][C@H:8]2[C:6]([O:5][C:1]([CH3:4])([CH3:2])[CH3:3])=[O:7])=[O:26])[CH2:18][CH:17]1[CH:19]=[CH2:20])=[O:22])[CH3:25]. Given the reactants [C:1]([O:5][C:6]([C@@H:8]1[CH2:12][C@@H:11]([OH:13])[CH2:10][C@H:9]1[C:14](=[O:26])[NH:15][C@:16]1([C:21]([O:23][CH2:24][CH3:25])=[O:22])[CH2:18][C@H:17]1[CH:19]=[CH2:20])=[O:7])([CH3:4])([CH3:3])[CH3:2].[CH:27]([NH:30][C:31]1[S:32][CH:33]=[C:34]([C:36]2[CH:45]=[C:44](O)[C:43]3[C:38](=[CH:39][C:40]([O:47][CH3:48])=[CH:41][CH:42]=3)[N:37]=2)[N:35]=1)([CH3:29])[CH3:28].C1C=CC(P(C2C=CC=CC=2)C2C=CC=CC=2)=CC=1.CC(OC(/N=N/C(OC(C)C)=O)=O)C, predict the reaction product. (8) Given the reactants [CH3:1][S:2]([N:5]1[CH2:10][CH:9]=[C:8]([C:11]2[CH:12]=[C:13]3[CH2:19][C@H:18]([CH:20]4[CH2:25][CH2:24][NH:23][CH2:22][CH2:21]4)[O:17][C:14]3=[CH:15][N:16]=2)[CH2:7][CH2:6]1)(=[O:4])=[O:3].Cl[C:27]1[N:32]=[CH:31][C:30]([CH:33]2[CH2:35][CH2:34]2)=[CH:29][N:28]=1, predict the reaction product. The product is: [CH:33]1([C:30]2[CH:29]=[N:28][C:27]([N:23]3[CH2:24][CH2:25][CH:20]([C@@H:18]4[O:17][C:14]5=[CH:15][N:16]=[C:11]([C:8]6[CH2:9][CH2:10][N:5]([S:2]([CH3:1])(=[O:3])=[O:4])[CH2:6][CH:7]=6)[CH:12]=[C:13]5[CH2:19]4)[CH2:21][CH2:22]3)=[N:32][CH:31]=2)[CH2:35][CH2:34]1. (9) Given the reactants [CH2:1]([N:3]([CH2:7][CH3:8])[C:4](Cl)=[O:5])[CH3:2].[CH:9]1[C:17]2[C:16]3[CH2:18][CH2:19][CH2:20][CH2:21][C:15]=3[O:14][C:13]=2[CH:12]=[CH:11][C:10]=1[NH2:22], predict the reaction product. The product is: [CH2:1]([N:3]([CH2:7][CH3:8])[C:4]([NH:22][C:10]1[CH:11]=[CH:12][C:13]2[O:14][C:15]3[CH2:21][CH2:20][CH2:19][CH2:18][C:16]=3[C:17]=2[CH:9]=1)=[O:5])[CH3:2].